Dataset: Peptide-MHC class I binding affinity with 185,985 pairs from IEDB/IMGT. Task: Regression. Given a peptide amino acid sequence and an MHC pseudo amino acid sequence, predict their binding affinity value. This is MHC class I binding data. (1) The binding affinity (normalized) is 0.659. The peptide sequence is MSQIMYNYP. The MHC is HLA-A30:02 with pseudo-sequence HLA-A30:02. (2) The peptide sequence is YLYQPCDLL. The MHC is HLA-A02:01 with pseudo-sequence HLA-A02:01. The binding affinity (normalized) is 0.973. (3) The peptide sequence is MFINDVHAL. The MHC is HLA-A01:01 with pseudo-sequence HLA-A01:01. The binding affinity (normalized) is 0.0847. (4) The peptide sequence is TTKDYFSFK. The MHC is HLA-A31:01 with pseudo-sequence HLA-A31:01. The binding affinity (normalized) is 0.973. (5) The peptide sequence is HQFTSNPEV. The MHC is HLA-A02:06 with pseudo-sequence HLA-A02:06. The binding affinity (normalized) is 0.808. (6) The peptide sequence is CCNWLDRCR. The MHC is HLA-A31:01 with pseudo-sequence HLA-A31:01. The binding affinity (normalized) is 0.121. (7) The peptide sequence is VNGVKGIQF. The MHC is HLA-B15:01 with pseudo-sequence HLA-B15:01. The binding affinity (normalized) is 0.0847.